This data is from Full USPTO retrosynthesis dataset with 1.9M reactions from patents (1976-2016). The task is: Predict the reactants needed to synthesize the given product. (1) Given the product [Br:1][C:2]1[CH:7]=[CH:6][C:5]([NH:8][C:9]2[C:14]([C:15]([O:17][CH3:24])=[O:16])=[CH:13][N:12]=[C:11]([Cl:18])[C:10]=2[Cl:19])=[C:4]([Cl:20])[CH:3]=1, predict the reactants needed to synthesize it. The reactants are: [Br:1][C:2]1[CH:7]=[CH:6][C:5]([NH:8][C:9]2[C:14]([C:15]([OH:17])=[O:16])=[CH:13][N:12]=[C:11]([Cl:18])[C:10]=2[Cl:19])=[C:4]([Cl:20])[CH:3]=1.CO.[Si](C=[N+]=[N-])(C)(C)[CH3:24]. (2) Given the product [CH2:21]([O:28][C:29]1[C:34]([C:35]([CH3:38])([CH3:37])[CH3:36])=[CH:33][CH:32]=[CH:31][C:30]=1[C:39]([C:2]1[CH:3]=[C:4]([C:8]2[CH:13]=[CH:12][CH:11]=[CH:10][C:9]=2[O:14][CH3:15])[CH:5]=[CH:6][CH:7]=1)([C:41]1[CH:42]=[CH:43][CH:44]=[CH:45][CH:46]=1)[OH:40])[C:22]1[CH:23]=[CH:24][CH:25]=[CH:26][CH:27]=1, predict the reactants needed to synthesize it. The reactants are: Br[C:2]1[CH:3]=[C:4]([C:8]2[CH:13]=[CH:12][CH:11]=[CH:10][C:9]=2[O:14][CH3:15])[CH:5]=[CH:6][CH:7]=1.C([Li])CCC.[CH2:21]([O:28][C:29]1[C:34]([C:35]([CH3:38])([CH3:37])[CH3:36])=[CH:33][CH:32]=[CH:31][C:30]=1[C:39]([C:41]1[CH:46]=[CH:45][CH:44]=[CH:43][CH:42]=1)=[O:40])[C:22]1[CH:27]=[CH:26][CH:25]=[CH:24][CH:23]=1.[Cl-].[NH4+]. (3) Given the product [ClH:1].[Cl:1][C:2]1[CH:3]=[CH:4][C:5]([N:8]2[C:13]3[CH:14]=[CH:15][CH:16]=[CH:17][C:12]=3[CH2:11][N:10]([CH2:18][CH2:19][CH2:20][NH:25][CH3:24])[S:9]2(=[O:23])=[O:22])=[CH:6][CH:7]=1, predict the reactants needed to synthesize it. The reactants are: [Cl:1][C:2]1[CH:7]=[CH:6][C:5]([N:8]2[C:13]3[CH:14]=[CH:15][CH:16]=[CH:17][C:12]=3[CH2:11][N:10]([CH2:18][CH2:19][CH2:20]Cl)[S:9]2(=[O:23])=[O:22])=[CH:4][CH:3]=1.[CH3:24][NH2:25].Cl. (4) Given the product [Br:1][C:2]1[CH:7]=[CH:6][C:5]([C:8]2[CH:12]=[C:11]([CH3:13])[N:10]([C:14]3[C:15](=[O:39])[N:16]([CH:33]4[CH2:38][CH2:37][CH2:36][CH2:35][O:34]4)[N:17]=[CH:18][C:19]=3[O:41][CH3:40])[N:9]=2)=[CH:4][CH:3]=1, predict the reactants needed to synthesize it. The reactants are: [Br:1][C:2]1[CH:7]=[CH:6][C:5]([C:8]2[CH:12]=[C:11]([CH3:13])[N:10]([C:14]3[C:15](=[O:39])[N:16]([CH:33]4[CH2:38][CH2:37][CH2:36][CH2:35][O:34]4)[N:17]=[CH:18][C:19]=3N3C(C)=CC(C4C=CC(Br)=CC=4)=N3)[N:9]=2)=[CH:4][CH:3]=1.[CH3:40][O-:41].[Na+]. (5) Given the product [C:1]([O:5][C:6]([N:8]([CH3:10])[NH:9][C:25]1[CH:24]=[CH:23][CH:22]=[CH:21][C:20]=1[C:11]1[CH:16]=[CH:15][CH:14]=[CH:13][CH:12]=1)=[O:7])([CH3:4])([CH3:3])[CH3:2], predict the reactants needed to synthesize it. The reactants are: [C:1]([O:5][C:6]([N:8]([CH3:10])[NH2:9])=[O:7])([CH3:4])([CH3:3])[CH3:2].[C:11]1([C:20]2[CH:25]=[CH:24][CH:23]=[CH:22][CH:21]=2)[C:12](B(O)O)=[CH:13][CH:14]=[CH:15][CH:16]=1.C(N(CC)CC)C. (6) Given the product [C:22]([O:26][C:27]([N:29]1[CH2:34][CH2:33][CH:32]([N:35]2[C:39]3[CH:40]=[CH:41][CH:42]=[CH:43][C:38]=3[N:37]([CH2:2][C:3]3[N:13]([CH2:14][CH2:15][CH:16]4[CH2:21][CH2:20][CH2:19][CH2:18][CH2:17]4)[C:6]4[N:7]=[C:8]([C:11]#[N:12])[N:9]=[CH:10][C:5]=4[CH:4]=3)[C:36]2=[O:44])[CH2:31][CH2:30]1)=[O:28])([CH3:25])([CH3:23])[CH3:24], predict the reactants needed to synthesize it. The reactants are: Cl[CH2:2][C:3]1[N:13]([CH2:14][CH2:15][CH:16]2[CH2:21][CH2:20][CH2:19][CH2:18][CH2:17]2)[C:6]2[N:7]=[C:8]([C:11]#[N:12])[N:9]=[CH:10][C:5]=2[CH:4]=1.[C:22]([O:26][C:27]([N:29]1[CH2:34][CH2:33][CH:32]([N:35]2[C:39]3[CH:40]=[CH:41][CH:42]=[CH:43][C:38]=3[NH:37][C:36]2=[O:44])[CH2:31][CH2:30]1)=[O:28])([CH3:25])([CH3:24])[CH3:23].[H-].[Na+]. (7) Given the product [N:1]1[C:10]2[C:5](=[CH:6][CH:7]=[CH:8][CH:9]=2)[CH:4]=[C:3]([CH2:11][S:12]([CH2:15][C@@H:16]([N:20]([OH:23])[CH:21]=[O:22])[CH2:17][O:18][CH3:19])(=[O:14])=[O:13])[CH:2]=1, predict the reactants needed to synthesize it. The reactants are: [N:1]1[C:10]2[C:5](=[CH:6][CH:7]=[CH:8][CH:9]=2)[CH:4]=[C:3]([CH2:11][S:12]([CH2:15][C@@H:16]([N:20]([OH:23])[CH:21]=[O:22])[CH2:17][O:18][CH3:19])(=[O:14])=[O:13])[CH:2]=1.N1C2C(=CC=CC=2)C=C(CS(C[C@@H](NO)COC)(=O)=O)C=1. (8) Given the product [Br:3][C:4]1[CH:9]=[C:8]([C:10]2([CH3:11])[O:18][CH2:19][CH2:20][O:12]2)[CH:7]=[CH:6][N:5]=1, predict the reactants needed to synthesize it. The reactants are: N#N.[Br:3][C:4]1[CH:9]=[C:8]([C:10](=[O:12])[CH3:11])[CH:7]=[CH:6][N:5]=1.COC([O:18][CH3:19])OC.[C:20]([O-])([O-])=O.[Na+].[Na+]. (9) The reactants are: C(OC(=O)[NH:7][CH:8]1[CH2:17][CH2:16][C:15]2[C:10](=[CH:11][CH:12]=[C:13]([CH2:18][N:19]3[CH2:24][CH2:23][CH2:22][CH2:21][CH2:20]3)[CH:14]=2)[CH2:9]1)(C)(C)C.[C:26]([OH:32])([C:28]([F:31])([F:30])[F:29])=[O:27]. Given the product [N:19]1([CH2:18][C:13]2[CH:14]=[C:15]3[C:10](=[CH:11][CH:12]=2)[CH2:9][CH:8]([NH2:7])[CH2:17][CH2:16]3)[CH2:20][CH2:21][CH2:22][CH2:23][CH2:24]1.[C:26]([OH:32])([C:28]([F:31])([F:30])[F:29])=[O:27], predict the reactants needed to synthesize it.